This data is from Forward reaction prediction with 1.9M reactions from USPTO patents (1976-2016). The task is: Predict the product of the given reaction. Given the reactants [CH3:1][C:2]1[CH:3]=[C:4]([C:24]2[CH:29]=[CH:28][CH:27]=[C:26]([C:30]([F:33])([F:32])[F:31])[CH:25]=2)[C:5]([C:21](O)=[O:22])=[N:6][C:7]=1[C:8]([N:10]1[CH2:15][CH2:14][CH:13]([N:16]2[CH2:20][CH2:19][CH2:18][CH2:17]2)[CH2:12][CH2:11]1)=[O:9].[C:34]([O:38][C:39]([N:41]1[CH2:46][CH2:45][NH:44][CH2:43][CH2:42]1)=[O:40])([CH3:37])([CH3:36])[CH3:35].CCN(CC)CC.CN(C(ON1N=NC2C=CC=NC1=2)=[N+](C)C)C.F[P-](F)(F)(F)(F)F, predict the reaction product. The product is: [C:34]([O:38][C:39]([N:41]1[CH2:46][CH2:45][N:44]([C:21]([C:5]2[C:4]([C:24]3[CH:29]=[CH:28][CH:27]=[C:26]([C:30]([F:32])([F:33])[F:31])[CH:25]=3)=[CH:3][C:2]([CH3:1])=[C:7]([C:8]([N:10]3[CH2:15][CH2:14][CH:13]([N:16]4[CH2:17][CH2:18][CH2:19][CH2:20]4)[CH2:12][CH2:11]3)=[O:9])[N:6]=2)=[O:22])[CH2:43][CH2:42]1)=[O:40])([CH3:37])([CH3:35])[CH3:36].